This data is from Peptide-MHC class I binding affinity with 185,985 pairs from IEDB/IMGT. The task is: Regression. Given a peptide amino acid sequence and an MHC pseudo amino acid sequence, predict their binding affinity value. This is MHC class I binding data. (1) The peptide sequence is FLIFHFFLFL. The MHC is HLA-A02:02 with pseudo-sequence HLA-A02:02. The binding affinity (normalized) is 0.523. (2) The peptide sequence is RDQLWKGPGEL. The MHC is Mamu-B03 with pseudo-sequence Mamu-B03. The binding affinity (normalized) is 0.585. (3) The peptide sequence is RDYVDRFFKTL. The MHC is HLA-B44:02 with pseudo-sequence HLA-B44:02. The binding affinity (normalized) is 0.0202. (4) The peptide sequence is YPALMPLYACI. The MHC is HLA-B54:01 with pseudo-sequence HLA-B54:01. The binding affinity (normalized) is 0.565. (5) The peptide sequence is LTALLSCIR. The MHC is HLA-A33:01 with pseudo-sequence HLA-A33:01. The binding affinity (normalized) is 0.352. (6) The peptide sequence is ISVNNVCHMY. The MHC is HLA-A68:02 with pseudo-sequence HLA-A68:02. The binding affinity (normalized) is 0.365. (7) The peptide sequence is RWASGVSEI. The MHC is HLA-B51:01 with pseudo-sequence HLA-B51:01. The binding affinity (normalized) is 0.0847. (8) The peptide sequence is IFQVWQRSW. The MHC is Mamu-B08 with pseudo-sequence Mamu-B08. The binding affinity (normalized) is 0.